From a dataset of Forward reaction prediction with 1.9M reactions from USPTO patents (1976-2016). Predict the product of the given reaction. (1) Given the reactants [CH:1]([S:14]([CH2:16][C:17]([OH:19])=[O:18])=[O:15])([C:8]1[CH:13]=[CH:12][CH:11]=[CH:10][CH:9]=1)[C:2]1[CH:7]=[CH:6][CH:5]=[CH:4][CH:3]=1.CC(N)C1C=CC=CC=1.Cl, predict the reaction product. The product is: [CH:1]([S:14]([CH2:16][C:17]([OH:19])=[O:18])=[O:15])([C:8]1[CH:13]=[CH:12][CH:11]=[CH:10][CH:9]=1)[C:2]1[CH:3]=[CH:4][CH:5]=[CH:6][CH:7]=1. (2) Given the reactants [C:1]([O:4][CH2:5][C:6]1([CH2:19][CH2:20][CH:21]([CH3:23])[CH3:22])[C:15]2[C:10](=[CH:11][CH:12]=[CH:13][CH:14]=2)[C:9](=[O:16])[CH:8]=[C:7]1[O:17]C)(=[O:3])[CH3:2].I[Si](C)(C)C, predict the reaction product. The product is: [C:1]([O:4][CH2:5][C:6]1([CH2:19][CH2:20][CH:21]([CH3:23])[CH3:22])[C:15]2[C:10](=[CH:11][CH:12]=[CH:13][CH:14]=2)[C:9](=[O:16])[CH2:8][C:7]1=[O:17])(=[O:3])[CH3:2]. (3) The product is: [C:1]([C:5]1[CH:20]=[CH:19][CH:18]=[CH:17][C:6]=1[O:7][C:8]1[C:13]([NH:14][C:15](=[S:16])[NH:27][NH2:28])=[CH:12][CH:11]=[CH:10][N:9]=1)([CH3:4])([CH3:2])[CH3:3]. Given the reactants [C:1]([C:5]1[CH:20]=[CH:19][CH:18]=[CH:17][C:6]=1[O:7][C:8]1[C:13]([N:14]=[C:15]=[S:16])=[CH:12][CH:11]=[CH:10][N:9]=1)([CH3:4])([CH3:3])[CH3:2].C(OC(=O)[NH:27][NH2:28])(C)(C)C.FC(F)(F)C(O)=O, predict the reaction product. (4) Given the reactants [F:1][C:2]1[C:7]([CH2:8]O)=[CH:6][CH:5]=[CH:4][N:3]=1.S(Cl)(Cl)=O.[Cl:14][C:15]1[CH:20]=[CH:19][C:18]([S:21]([O-:23])=[O:22])=[CH:17][CH:16]=1.[Na+].C([O-])(=O)C.[K+], predict the reaction product. The product is: [Cl:14][C:15]1[CH:20]=[CH:19][C:18]([S:21]([CH2:8][C:7]2[C:2]([F:1])=[N:3][CH:4]=[CH:5][CH:6]=2)(=[O:23])=[O:22])=[CH:17][CH:16]=1. (5) Given the reactants [CH3:1][C:2]1[CH:3]=[C:4]([C:14](=O)[CH3:15])[CH:5]=[CH:6][C:7]=1[O:8][CH2:9][C:10]([F:13])([F:12])[F:11].[CH3:17][C:18]([S@:21]([NH2:23])=[O:22])([CH3:20])[CH3:19], predict the reaction product. The product is: [CH3:17][C:18]([S@:21]([NH:23][CH:14]([C:4]1[CH:5]=[CH:6][C:7]([O:8][CH2:9][C:10]([F:13])([F:12])[F:11])=[C:2]([CH3:1])[CH:3]=1)[CH3:15])=[O:22])([CH3:20])[CH3:19]. (6) The product is: [Br:13][C:14]1[CH:19]=[C:18]([CH:23]=[O:24])[C:17]([F:20])=[CH:16][N:15]=1. Given the reactants [Li]CCCC.N(C(C)C)C(C)C.[Br:13][C:14]1[CH:19]=[CH:18][C:17]([F:20])=[CH:16][N:15]=1.CN(C)[CH:23]=[O:24], predict the reaction product. (7) Given the reactants [OH-].[Na+].CO.C[O:6][C:7](=[O:42])[C:8]1[CH:13]=[CH:12][C:11]([CH2:14][N:15]([CH2:24][CH2:25][CH2:26][CH2:27][CH2:28][O:29][C:30]2[CH:31]=[C:32]3[C:37](=[CH:38][CH:39]=2)[N:36]([CH3:40])[C:35](=[O:41])[CH:34]=[CH:33]3)[CH2:16][CH2:17][C:18]2[CH:19]=[N:20][CH:21]=[CH:22][CH:23]=2)=[CH:10][CH:9]=1.O, predict the reaction product. The product is: [CH3:40][N:36]1[C:37]2[C:32](=[CH:31][C:30]([O:29][CH2:28][CH2:27][CH2:26][CH2:25][CH2:24][N:15]([CH2:14][C:11]3[CH:12]=[CH:13][C:8]([C:7]([OH:42])=[O:6])=[CH:9][CH:10]=3)[CH2:16][CH2:17][C:18]3[CH:19]=[N:20][CH:21]=[CH:22][CH:23]=3)=[CH:39][CH:38]=2)[CH:33]=[CH:34][C:35]1=[O:41]. (8) Given the reactants [C:1]([C:3]1[CH:22]=[CH:21][C:6]([NH:7][C:8]2[C:9]([C:15]([NH:17][CH2:18][CH2:19][OH:20])=[O:16])=[CH:10][NH:11][C:12](=[O:14])[CH:13]=2)=[C:5]([F:23])[CH:4]=1)#[CH:2], predict the reaction product. The product is: [CH2:1]([C:3]1[CH:22]=[CH:21][C:6]([NH:7][C:8]2[C:9]([C:15]([NH:17][CH2:18][CH2:19][OH:20])=[O:16])=[CH:10][NH:11][C:12](=[O:14])[CH:13]=2)=[C:5]([F:23])[CH:4]=1)[CH3:2].